From a dataset of Reaction yield outcomes from USPTO patents with 853,638 reactions. Predict the reaction yield, written as a fraction of the theoretical maximum amount of product (1.0 means a 100% yield; for example, 0.34 means a 34% yield). (1) The reactants are [Cl:1][C:2]1[CH:3]=[C:4]([C:8](=[O:10])[CH3:9])[CH:5]=[CH:6][CH:7]=1.[C:11](#[N:13])[CH3:12]. No catalyst specified. The product is [Cl:1][C:2]1[CH:3]=[C:4]([C:8]2[O:10][C:11]([CH3:12])=[N:13][CH:9]=2)[CH:5]=[CH:6][CH:7]=1. The yield is 0.839. (2) The reactants are [CH3:1][O:2][N:3]=[CH:4][CH2:5][CH2:6][C:7]1[CH:12]=[CH:11][C:10]([Cl:13])=[C:9]([Cl:14])[CH:8]=1.C([BH3-])#N.[Na+]. No catalyst specified. The product is [Cl:14][C:9]1[CH:8]=[C:7]([CH2:6][CH2:5][CH2:4][NH:3][O:2][CH3:1])[CH:12]=[CH:11][C:10]=1[Cl:13]. The yield is 0.480.